Task: Predict the reactants needed to synthesize the given product.. Dataset: Full USPTO retrosynthesis dataset with 1.9M reactions from patents (1976-2016) (1) Given the product [F:12][C:9]([F:11])([CH3:10])[CH2:8][C@H:3]([N:2]=[C:19]=[O:20])[C:4]([O:6][CH3:7])=[O:5], predict the reactants needed to synthesize it. The reactants are: Br.[NH2:2][C@@H:3]([CH2:8][C:9]([F:12])([F:11])[CH3:10])[C:4]([O:6][CH3:7])=[O:5].N1C=CC=CC=1.[C:19](Cl)(Cl)=[O:20].C1(C)C=CC=CC=1. (2) Given the product [CH3:24][N:23]([CH3:25])[C:21]([C:4]1[N:5]([C:15]2[CH:20]=[CH:19][CH:18]=[CH:17][CH:16]=2)[C:6]2[C:11]([C:12](=[O:13])[C:3]=1[CH2:2][NH:1][C:32](=[O:33])[C:31]1[CH:35]=[CH:36][C:28]([O:27][CH3:26])=[CH:29][CH:30]=1)=[CH:10][CH:9]=[C:8]([Cl:14])[CH:7]=2)=[O:22], predict the reactants needed to synthesize it. The reactants are: [NH2:1][CH2:2][C:3]1[C:12](=[O:13])[C:11]2[C:6](=[CH:7][C:8]([Cl:14])=[CH:9][CH:10]=2)[N:5]([C:15]2[CH:20]=[CH:19][CH:18]=[CH:17][CH:16]=2)[C:4]=1[C:21]([N:23]([CH3:25])[CH3:24])=[O:22].[CH3:26][O:27][C:28]1[CH:36]=[CH:35][C:31]([C:32](O)=[O:33])=[CH:30][CH:29]=1.